The task is: Regression. Given a peptide amino acid sequence and an MHC pseudo amino acid sequence, predict their binding affinity value. This is MHC class II binding data.. This data is from Peptide-MHC class II binding affinity with 134,281 pairs from IEDB. (1) The peptide sequence is RLEDEMKEGRYEVRA. The MHC is DRB1_1302 with pseudo-sequence DRB1_1302. The binding affinity (normalized) is 0. (2) The peptide sequence is GEMLLRTAIGQVSRP. The MHC is DRB1_0101 with pseudo-sequence DRB1_0101. The binding affinity (normalized) is 0.670. (3) The peptide sequence is EAVLEDPYILLVSSK. The MHC is DRB4_0101 with pseudo-sequence DRB4_0103. The binding affinity (normalized) is 0. (4) The peptide sequence is VATLSEALRIIAGTLEVHAV. The MHC is HLA-DPA10201-DPB10501 with pseudo-sequence HLA-DPA10201-DPB10501. The binding affinity (normalized) is 0.435. (5) The peptide sequence is KYVKQNTLKLAT. The MHC is DRB1_0401 with pseudo-sequence DRB1_0401. The binding affinity (normalized) is 0.518. (6) The peptide sequence is VKLSALTLKGTSYKI. The MHC is DRB1_1302 with pseudo-sequence DRB1_1302. The binding affinity (normalized) is 0.110. (7) The peptide sequence is KFYFNKRLNQLTR. The MHC is HLA-DQA10501-DQB10301 with pseudo-sequence HLA-DQA10501-DQB10301. The binding affinity (normalized) is 0.0676. (8) The peptide sequence is SGRLKFLDVCVALDM. The MHC is DRB3_0101 with pseudo-sequence DRB3_0101. The binding affinity (normalized) is 0.280. (9) The peptide sequence is LAVAWMILRAITFTTTSNV. The MHC is DRB1_1501 with pseudo-sequence DRB1_1501. The binding affinity (normalized) is 0.475.